From a dataset of Hepatocyte clearance measurements from AstraZeneca. Regression/Classification. Given a drug SMILES string, predict its absorption, distribution, metabolism, or excretion properties. Task type varies by dataset: regression for continuous measurements (e.g., permeability, clearance, half-life) or binary classification for categorical outcomes (e.g., BBB penetration, CYP inhibition). For this dataset (clearance_hepatocyte_az), we predict log10(clearance) (log10 of the in vitro intrinsic clearance, CLint, in uL/min per 10^6 hepatocytes; values are censored to the assay range of 3 to 150, which is 0.477 to 2.18 on this log10 scale). (1) The compound is COC(=O)c1ccc(C)c(NS(=O)(=O)c2ccc3c(c2)c(=O)sn3C)c1. The log10(clearance) is 2.18. (2) The compound is COc1ccc(OC)c(C(O)CN)c1. The log10(clearance) is 0.480. (3) The compound is CCN(CC)CCNc1ncnc2c1sc1nc(N3CCOCC3)c3c(c12)CCCC3. The log10(clearance) is 1.42. (4) The drug is CC(C(=O)O)c1cccc(C(=O)c2ccccc2)c1. The log10(clearance) is 1.73. (5) The molecule is CCC(CC)NC(=O)c1cnn(C)c1NS(=O)(=O)c1ccc(C)cc1. The log10(clearance) is 1.43. (6) The drug is O=C1Nc2ccc(Cl)cc2C(c2ccccc2Cl)=NC1O. The log10(clearance) is 1.24. (7) The compound is O=C(Nc1cccc(Cl)c1)c1ccccn1. The log10(clearance) is 2.18.